From a dataset of Full USPTO retrosynthesis dataset with 1.9M reactions from patents (1976-2016). Predict the reactants needed to synthesize the given product. (1) The reactants are: [Cl:1][C:2]1[CH:7]=[CH:6][CH:5]=[CH:4][C:3]=1I.CC1(C)C(C)(C)OB([C:17]2[CH:21]=[CH:20][NH:19][N:18]=2)O1.C(=O)([O-])[O-].[Cs+].[Cs+]. Given the product [Cl:1][C:2]1[CH:7]=[CH:6][CH:5]=[CH:4][C:3]=1[C:17]1[CH:21]=[CH:20][NH:19][N:18]=1, predict the reactants needed to synthesize it. (2) Given the product [F:1][C:2]1[CH:3]=[C:4]([C:8]2[CH:17]=[C:16]3[C:11]([CH2:12][CH2:13][CH2:14][CH:15]3[NH:18][C:19]3[CH:20]=[C:21]([CH:30]=[CH:31][CH:32]=3)[O:22][CH2:23][CH2:24][OH:25])=[CH:10][CH:9]=2)[CH:5]=[CH:6][CH:7]=1, predict the reactants needed to synthesize it. The reactants are: [F:1][C:2]1[CH:3]=[C:4]([C:8]2[CH:17]=[C:16]3[C:11]([CH2:12][CH2:13][CH2:14][C:15]3=[N:18][C:19]3[CH:20]=[C:21]([CH:30]=[CH:31][CH:32]=3)[O:22][CH2:23][C:24](OC(C)C)=[O:25])=[CH:10][CH:9]=2)[CH:5]=[CH:6][CH:7]=1.[Na]. (3) Given the product [Cl:9][C:10]1[CH:16]=[CH:15][C:13]([N:14]([C:2]2[CH:7]=[N:6][CH:5]=[C:4]([Cl:8])[N:3]=2)[C:18](=[O:20])[C:80]([CH3:81])([CH3:82])[CH3:83])=[CH:12][CH:11]=1, predict the reactants needed to synthesize it. The reactants are: Cl[C:2]1[CH:7]=[N:6][CH:5]=[C:4]([Cl:8])[N:3]=1.[Cl:9][C:10]1[CH:16]=[CH:15][C:13]([NH2:14])=[CH:12][CH:11]=1.C[C:18](C)([O-:20])C.[Na+].C1(P(C2C=CC=CC=2)C2C=CC3C(=CC=CC=3)C=2C2C3C(=CC=CC=3)C=CC=2P(C2C=CC=CC=2)C2C=CC=CC=2)C=CC=CC=1.C(OC(O[C:80]([CH3:83])([CH3:82])[CH3:81])=O)(O[C:80]([CH3:83])([CH3:82])[CH3:81])=O.[Cl-].[NH4+]. (4) Given the product [OH:1][CH:2]([C:21]1([C:24]2[CH:29]=[CH:28][CH:27]=[CH:26][CH:25]=2)[CH2:23][CH2:22]1)/[CH:3]=[CH:4]/[C@H:5]1[CH2:6][CH2:7][C:8](=[O:31])[N:9]1[CH2:10][CH2:11][CH2:12][CH2:13][CH2:14][CH2:15][C:16]([O:18][CH2:19][CH3:20])=[O:17], predict the reactants needed to synthesize it. The reactants are: [O:1]=[C:2]([C:21]1([C:24]2[CH:29]=[CH:28][CH:27]=[CH:26][CH:25]=2)[CH2:23][CH2:22]1)/[CH:3]=[CH:4]/[C@@H:5]1[N:9]([CH2:10][CH2:11][CH2:12][CH2:13][CH2:14][CH2:15][C:16]([O:18][CH2:19][CH3:20])=[O:17])[CH2:8][CH2:7][CH2:6]1.C[OH:31].[BH4-].[Na+]. (5) Given the product [Cl:1][CH:2]([CH2:9][CH2:10][CH2:11][O:12][C:13]1[CH:14]=[CH:15][C:16]([F:19])=[CH:17][CH:18]=1)[C:3]([OH:5])=[O:4], predict the reactants needed to synthesize it. The reactants are: [Cl:1][C:2]([CH2:9][CH2:10][CH2:11][O:12][C:13]1[CH:18]=[CH:17][C:16]([F:19])=[CH:15][CH:14]=1)(C(O)=O)[C:3]([OH:5])=[O:4].O.C(OCC)(=O)C.